This data is from Human liver microsome stability data. The task is: Regression/Classification. Given a drug SMILES string, predict its absorption, distribution, metabolism, or excretion properties. Task type varies by dataset: regression for continuous measurements (e.g., permeability, clearance, half-life) or binary classification for categorical outcomes (e.g., BBB penetration, CYP inhibition). Dataset: hlm. The drug is COc1ccc2nc3cc(Cl)ccc3c(N=C(NCCCN(C)C)c3ccccc3)c2n1. The result is 1 (stable in human liver microsomes).